This data is from Forward reaction prediction with 1.9M reactions from USPTO patents (1976-2016). The task is: Predict the product of the given reaction. Given the reactants [N+:1]([C:4]1[S:8][CH:7]=[C:6]([C:9]([OH:11])=O)[CH:5]=1)([O-:3])=[O:2].CN(C=O)C.S(Cl)(Cl)=O.[CH2:21]([NH:23][C:24]1[CH:29]=[CH:28][CH:27]=[CH:26][CH:25]=1)[CH3:22], predict the reaction product. The product is: [CH2:21]([N:23]([C:24]1[CH:29]=[CH:28][CH:27]=[CH:26][CH:25]=1)[C:9]([C:6]1[CH:5]=[C:4]([N+:1]([O-:3])=[O:2])[S:8][CH:7]=1)=[O:11])[CH3:22].